Dataset: Full USPTO retrosynthesis dataset with 1.9M reactions from patents (1976-2016). Task: Predict the reactants needed to synthesize the given product. (1) Given the product [C:3]([C:4]1[C:5]([C:11]([F:13])([F:14])[F:12])=[N:6][N:7]([CH3:10])[C:8]=1[CH3:9])#[CH:2], predict the reactants needed to synthesize it. The reactants are: Cl[CH:2]=[CH:3][C:4]1[C:5]([C:11]([F:14])([F:13])[F:12])=[N:6][N:7]([CH3:10])[C:8]=1[CH3:9].CC(C)([O-])C.[K+].[Cl-].[NH4+]. (2) Given the product [F:2][C:3]1[CH:8]=[CH:7][C:6]([C:9](=[O:19])[C:10](=[CH:20][OH:21])[CH2:11][CH2:12][N:13]2[CH2:18][CH2:17][CH2:16][CH2:15][CH2:14]2)=[CH:5][CH:4]=1, predict the reactants needed to synthesize it. The reactants are: [Na].[F:2][C:3]1[CH:8]=[CH:7][C:6]([C:9](=[O:19])[CH2:10][CH2:11][CH2:12][N:13]2[CH2:18][CH2:17][CH2:16][CH2:15][CH2:14]2)=[CH:5][CH:4]=1.[CH:20](OCC)=[O:21]. (3) The reactants are: C(OC([N:8]1[CH2:13][CH2:12][N:11]([S:14]([C:17]2[CH:22]=[CH:21][C:20]([O:23][CH2:24][C:25]#[C:26][CH3:27])=[CH:19][CH:18]=2)(=[O:16])=[O:15])[CH:10]([C:28](=[O:31])[NH:29][OH:30])[CH2:9]1)=O)(C)(C)C.FC(F)(F)C(O)=O. Given the product [OH:30][NH:29][C:28]([CH:10]1[CH2:9][NH:8][CH2:13][CH2:12][N:11]1[S:14]([C:17]1[CH:22]=[CH:21][C:20]([O:23][CH2:24][C:25]#[C:26][CH3:27])=[CH:19][CH:18]=1)(=[O:16])=[O:15])=[O:31], predict the reactants needed to synthesize it. (4) Given the product [N:23]1[CH:24]=[CH:25][CH:26]=[CH:27][C:22]=1[NH:21][C:19](=[O:20])[C:18]1[CH:28]=[CH:29][C:15]([NH:14][C:1](=[O:13])[CH2:2][CH2:3][CH2:4][CH2:5][CH2:6][CH2:7][CH2:8][CH2:9][CH2:10][CH2:11][CH2:12][CH2:30][CH2:31][CH2:32][CH2:33][CH2:34][CH3:35])=[CH:16][CH:17]=1, predict the reactants needed to synthesize it. The reactants are: [C:1]([NH:14][C:15]1[CH:29]=[CH:28][C:18]([C:19]([NH:21][C:22]2[CH:27]=[CH:26][CH:25]=[CH:24][N:23]=2)=[O:20])=[CH:17][CH:16]=1)(=[O:13])[CH2:2][CH2:3][CH2:4][CH2:5][CH2:6][CH2:7][CH2:8][CH2:9][CH2:10][CH2:11][CH3:12].[C:30](Cl)(=O)[CH2:31][CH2:32][CH2:33][CH2:34][CH2:35][CH2:30][CH2:31][CH2:32][CH2:33][CH2:34][CH3:35]. (5) Given the product [CH3:34][O:33][C:31]1[CH:30]=[CH:29][C:28]([C:2]2[CH:3]=[C:4]3[C:8]4=[C:9]([CH2:11][S:12][CH2:13][CH2:14][N:7]4[C@H:6]4[CH2:15][CH2:16][NH:17][CH2:18][C@@H:5]34)[CH:10]=2)=[C:27]([CH3:26])[CH:32]=1, predict the reactants needed to synthesize it. The reactants are: Br[C:2]1[CH:3]=[C:4]2[C:8]3=[C:9]([CH2:11][S:12][CH2:13][CH2:14][N:7]3[C@H:6]3[CH2:15][CH2:16][N:17](C(OC(C)(C)C)=O)[CH2:18][C@@H:5]23)[CH:10]=1.[CH3:26][C:27]1[CH:32]=[C:31]([O:33][CH3:34])[CH:30]=[CH:29][C:28]=1B(O)O. (6) Given the product [C:8]([O:14][CH:15]1[C:25]2=[C:26]3[C:21](=[CH:22][CH:23]=[CH:24]2)[CH:20]=[CH:19][CH:18]=[C:17]3[CH2:16]1)(=[O:12])[C:9]([CH3:11])=[CH2:10], predict the reactants needed to synthesize it. The reactants are: C(N(CC)CC)C.[C:8](Cl)(=[O:12])[C:9]([CH3:11])=[CH2:10].[OH:14][CH:15]1[C:25]2=[C:26]3[C:21](=[CH:22][CH:23]=[CH:24]2)[CH:20]=[CH:19][CH:18]=[C:17]3[CH2:16]1.